This data is from Forward reaction prediction with 1.9M reactions from USPTO patents (1976-2016). The task is: Predict the product of the given reaction. (1) Given the reactants I[C:2]1[CH:7]=[CH:6][C:5]([C@@H:8]([NH:10][C:11](=[O:13])[CH3:12])[CH3:9])=[CH:4][CH:3]=1.[C:14]([C:18]1[CH:28]=[CH:27][C:21]([O:22][CH:23]2[CH2:26][NH:25][CH2:24]2)=[CH:20][CH:19]=1)([CH3:17])([CH3:16])[CH3:15].[O-]P([O-])([O-])=O.[K+].[K+].[K+].C(O)CO, predict the reaction product. The product is: [C:14]([C:18]1[CH:28]=[CH:27][C:21]([O:22][CH:23]2[CH2:26][N:25]([C:2]3[CH:7]=[CH:6][C:5]([C@@H:8]([NH:10][C:11](=[O:13])[CH3:12])[CH3:9])=[CH:4][CH:3]=3)[CH2:24]2)=[CH:20][CH:19]=1)([CH3:17])([CH3:15])[CH3:16]. (2) Given the reactants [CH3:1][O:2][C:3](=[O:58])[NH:4][CH:5]([C:9]([N:11]1[CH2:15][CH2:14][CH2:13][CH:12]1[C:16]1[NH:17][C:18]([C:21]2[CH:30]=[CH:29][C:28]3[C:23](=[CH:24][CH:25]=[C:26]([C:31]4[CH:36]=[CH:35][C:34]([C:37]5[NH:38][C:39]([CH:42]6[CH2:46][CH2:45][CH2:44][N:43]6[C:47](=[O:57])[CH:48]([NH:52][C:53]([O:55][CH3:56])=[O:54])[CH:49]([CH3:51])[CH3:50])=[N:40][CH:41]=5)=[CH:33][CH:32]=4)[CH:27]=3)[CH:22]=2)=[CH:19][N:20]=1)=[O:10])[CH:6]([CH3:8])[CH3:7].CO[C:61](=O)[NH:62]C(C(N1CCCC1C1NC(C2C=CC3C(=CC=C(B4OC(C)(C)C(C)(C)O4)C=3)C=2)=CN=1)=O)C(C)C, predict the reaction product. The product is: [CH3:1][O:2][C:3](=[O:58])[NH:4][CH:5]([C:9]([N:11]1[CH2:15][CH2:14][CH2:13][CH:12]1[C:16]1[NH:17][C:18]([C:21]2[CH:30]=[CH:29][C:28]3[C:23](=[CH:24][CH:25]=[C:26]([C:31]4[CH:32]=[CH:33][C:34]([C:37]5[NH:38][C:39]([CH:42]6[CH2:46][CH:45]([C:61]#[N:62])[CH2:44][N:43]6[C:47](=[O:57])[CH:48]([NH:52][C:53]([O:55][CH3:56])=[O:54])[CH:49]([CH3:51])[CH3:50])=[N:40][CH:41]=5)=[CH:35][CH:36]=4)[CH:27]=3)[CH:22]=2)=[CH:19][N:20]=1)=[O:10])[CH:6]([CH3:8])[CH3:7]. (3) Given the reactants [F:1][C:2]1[CH:7]=[C:6]([N:8]2[CH:13]=[CH:12][CH:11]=[CH:10][C:9]2=[O:14])[CH:5]=[CH:4][C:3]=1[NH:15][C:16]([CH:18]1[CH:20]([C:21]2[CH:26]=[CH:25][CH:24]=[CH:23][CH:22]=2)[CH:19]1[C:27]([OH:29])=[O:28])=[O:17].S(Cl)(Cl)=O.[CH3:34]O, predict the reaction product. The product is: [CH3:34][O:28][C:27]([CH:19]1[CH:20]([C:21]2[CH:26]=[CH:25][CH:24]=[CH:23][CH:22]=2)[CH:18]1[C:16](=[O:17])[NH:15][C:3]1[CH:4]=[CH:5][C:6]([N:8]2[CH:13]=[CH:12][CH:11]=[CH:10][C:9]2=[O:14])=[CH:7][C:2]=1[F:1])=[O:29]. (4) Given the reactants Br[C:2]1[CH:3]=[C:4]2[C:9]3=[C:10]([C@H:12]4[CH2:17][N:16]([C:18]([O:20][C:21]([CH3:24])([CH3:23])[CH3:22])=[O:19])[CH2:15][CH2:14][C@H:13]4[N:8]3[CH2:7][CH2:6][CH2:5]2)[CH:11]=1.[Cl:25][C:26]1[CH:31]=[C:30]([C:32]([F:35])([F:34])[F:33])[CH:29]=[CH:28][C:27]=1B(O)O, predict the reaction product. The product is: [Cl:25][C:26]1[CH:31]=[C:30]([C:32]([F:33])([F:34])[F:35])[CH:29]=[CH:28][C:27]=1[C:2]1[CH:3]=[C:4]2[C:9]3=[C:10]([C@H:12]4[CH2:17][N:16]([C:18]([O:20][C:21]([CH3:24])([CH3:23])[CH3:22])=[O:19])[CH2:15][CH2:14][C@H:13]4[N:8]3[CH2:7][CH2:6][CH2:5]2)[CH:11]=1.